This data is from Catalyst prediction with 721,799 reactions and 888 catalyst types from USPTO. The task is: Predict which catalyst facilitates the given reaction. Reactant: [CH3:1][C:2]1([CH3:5])[CH2:4][O:3]1.C([O-])([O-])=O.[Cs+].[Cs+].[Br:12][C:13]1[C:18]([CH3:19])=[CH:17][C:16]([C:20]2[N:21]=[N:22][NH:23][N:24]=2)=[CH:15][C:14]=1[CH3:25]. Product: [Br:12][C:13]1[C:18]([CH3:19])=[CH:17][C:16]([C:20]2[N:21]=[N:22][N:23]([CH2:4][C:2]([CH3:5])([OH:3])[CH3:1])[N:24]=2)=[CH:15][C:14]=1[CH3:25]. The catalyst class is: 3.